From a dataset of Peptide-MHC class I binding affinity with 185,985 pairs from IEDB/IMGT. Regression. Given a peptide amino acid sequence and an MHC pseudo amino acid sequence, predict their binding affinity value. This is MHC class I binding data. The peptide sequence is WMSSEGAWKH. The MHC is HLA-B58:01 with pseudo-sequence HLA-B58:01. The binding affinity (normalized) is 0.503.